This data is from CYP3A4 inhibition data for predicting drug metabolism from PubChem BioAssay. The task is: Regression/Classification. Given a drug SMILES string, predict its absorption, distribution, metabolism, or excretion properties. Task type varies by dataset: regression for continuous measurements (e.g., permeability, clearance, half-life) or binary classification for categorical outcomes (e.g., BBB penetration, CYP inhibition). Dataset: cyp3a4_veith. (1) The molecule is CC(C)COC(=O)OCN1C(=O)CN(CCN2CC(=O)N(COC(=O)OCC(C)C)C(=O)C2)CC1=O. The result is 1 (inhibitor). (2) The compound is N#Cc1cccc(-c2cc(NCc3ccccc3)ncn2)c1. The result is 0 (non-inhibitor). (3) The compound is CC(C)CO/N=C1/C[C@@H](O)[C@@H](O)[C@@H]2[C@@H]3C(=O)N(Cc4ccccc4)C(=O)[C@H]3CC[C@@H]12. The result is 0 (non-inhibitor). (4) The compound is O=C(Nc1cccc(F)c1)N1CCC2(CC1)CCN(C(=O)c1csnn1)CC2. The result is 0 (non-inhibitor). (5) The compound is C=CC[C@@H]1C=C[C@H](O/N=C2\c3cc(OC)ccc3O[C@H](c3cccc(OC)c3)[C@H]2O)[C@H](CO)O1. The result is 0 (non-inhibitor). (6) The compound is Cc1oc(-c2ccccc2Cl)nc1CSCC(=O)NC1CC1. The result is 1 (inhibitor). (7) The molecule is Cc1cccc(CNc2ncnc3ccc(-c4ccccc4CN(C)C)cc23)c1. The result is 1 (inhibitor). (8) The drug is CN(C)c1ncc2nc(-c3cc(F)cc(F)c3)c(=O)n(-c3ccccc3)c2n1. The result is 0 (non-inhibitor). (9) The compound is COc1ccccc1-c1nc(NCCNC(C)=O)c2ccccc2n1. The result is 0 (non-inhibitor).